From a dataset of Peptide-MHC class II binding affinity with 134,281 pairs from IEDB. Regression. Given a peptide amino acid sequence and an MHC pseudo amino acid sequence, predict their binding affinity value. This is MHC class II binding data. (1) The peptide sequence is LWQLNGRLEYCLKDR. The MHC is DRB1_1501 with pseudo-sequence DRB1_1501. The binding affinity (normalized) is 0.372. (2) The peptide sequence is FDLRAQGINLIIHYV. The MHC is DRB1_1501 with pseudo-sequence DRB1_1501. The binding affinity (normalized) is 0.598. (3) The binding affinity (normalized) is 0. The MHC is DRB1_0701 with pseudo-sequence DRB1_0701. The peptide sequence is KPHYYTFGKADIAAN. (4) The peptide sequence is DVPYLTKRQDKLCGS. The MHC is HLA-DQA10601-DQB10402 with pseudo-sequence HLA-DQA10601-DQB10402. The binding affinity (normalized) is 0.308. (5) The peptide sequence is EKKYFAATQFWPLAA. The MHC is HLA-DPA10103-DPB10601 with pseudo-sequence HLA-DPA10103-DPB10601. The binding affinity (normalized) is 0.834.